This data is from Reaction yield outcomes from USPTO patents with 853,638 reactions. The task is: Predict the reaction yield, written as a fraction of the theoretical maximum amount of product (1.0 means a 100% yield; for example, 0.34 means a 34% yield). (1) The reactants are [Cl:1][C:2]1[CH:7]=[CH:6][C:5]([CH2:8][N:9]2[CH2:13][CH2:12][NH:11][C:10]2=[CH:14][N+:15]([O-:17])=[O:16])=[CH:4][N:3]=1.[CH:18](=[O:24])[CH2:19][CH2:20][CH2:21][CH:22]=O.Cl. The catalyst is C(#N)C. The product is [Cl:1][C:2]1[N:3]=[CH:4][C:5]([CH2:8][N:9]2[C:10]3=[C:14]([N+:15]([O-:17])=[O:16])[CH:22]4[O:24][CH:18]([N:11]3[CH2:12][CH2:13]2)[CH2:19][CH2:20][CH2:21]4)=[CH:6][CH:7]=1. The yield is 0.860. (2) The reactants are [F:1][C:2]([F:33])([F:32])[C:3]1[CH:4]=[C:5]([CH:25]=[C:26]([C:28]([F:31])([F:30])[F:29])[CH:27]=1)[CH2:6][N:7]([CH3:24])[C:8](=[O:23])[C:9]1[C:14]([C:15]2[CH:20]=[CH:19][CH:18]=[CH:17][C:16]=2[CH3:21])=[CH:13][C:12](I)=[N:11][CH:10]=1.C(N(CC)CC)C.[SH:41][C:42]1[CH:47]=[CH:46][CH:45]=[CH:44][N:43]=1.C(OCC)(=O)C. The catalyst is O1CCCC1.Cl[Pd](Cl)([P](C1C=CC=CC=1)(C1C=CC=CC=1)C1C=CC=CC=1)[P](C1C=CC=CC=1)(C1C=CC=CC=1)C1C=CC=CC=1. The product is [F:1][C:2]([F:33])([F:32])[C:3]1[CH:4]=[C:5]([CH:25]=[C:26]([C:28]([F:31])([F:30])[F:29])[CH:27]=1)[CH2:6][N:7]([CH3:24])[C:8](=[O:23])[C:9]1[C:14]([C:15]2[CH:20]=[CH:19][CH:18]=[CH:17][C:16]=2[CH3:21])=[CH:13][C:12]([S:41][C:42]2[CH:47]=[CH:46][CH:45]=[CH:44][N:43]=2)=[N:11][CH:10]=1. The yield is 0.870. (3) The reactants are [CH3:1][O:2][C:3](=[O:33])[NH:4][CH:5]([C:9]([N:11]1[CH2:15][CH:14]([CH2:16][O:17][CH:18]([F:20])[F:19])[CH2:13][CH:12]1[C:21]1[NH:22][C:23]([C:26]2[CH:31]=[CH:30][C:29](Br)=[CH:28][CH:27]=2)=[CH:24][N:25]=1)=[O:10])[CH:6]([CH3:8])[CH3:7].[CH3:34][O:35][C:36](=[O:69])[NH:37][CH:38]([C:42]([N:44]1[CH2:48][CH2:47][CH2:46][CH:45]1[C:49]1[NH:50][C:51]([C:54]2[CH:59]=[CH:58][C:57](B3OC(C)(C)C(C)(C)O3)=[CH:56][CH:55]=2)=[CH:52][N:53]=1)=[O:43])[CH:39]([CH3:41])[CH3:40].C([O-])([O-])=O.[K+].[K+]. The catalyst is COCCOC.C1C=CC([P]([Pd]([P](C2C=CC=CC=2)(C2C=CC=CC=2)C2C=CC=CC=2)([P](C2C=CC=CC=2)(C2C=CC=CC=2)C2C=CC=CC=2)[P](C2C=CC=CC=2)(C2C=CC=CC=2)C2C=CC=CC=2)(C2C=CC=CC=2)C2C=CC=CC=2)=CC=1. The product is [CH3:1][O:2][C:3](=[O:33])[NH:4][CH:5]([C:9]([N:11]1[CH2:15][CH:14]([CH2:16][O:17][CH:18]([F:20])[F:19])[CH2:13][CH:12]1[C:21]1[NH:22][C:23]([C:26]2[CH:31]=[CH:30][C:29]([C:57]3[CH:58]=[CH:59][C:54]([C:51]4[NH:50][C:49]([CH:45]5[CH2:46][CH2:47][CH2:48][N:44]5[C:42](=[O:43])[CH:38]([NH:37][C:36]([O:35][CH3:34])=[O:69])[CH:39]([CH3:41])[CH3:40])=[N:53][CH:52]=4)=[CH:55][CH:56]=3)=[CH:28][CH:27]=2)=[CH:24][N:25]=1)=[O:10])[CH:6]([CH3:8])[CH3:7]. The yield is 0.300. (4) The reactants are C(O[C:4](=[O:12])[C:5]1[CH:10]=[CH:9][N:8]=[CH:7][C:6]=1[OH:11])C.[CH2:13]([NH2:15])[CH3:14]. No catalyst specified. The product is [OH:11][C:6]1[CH:7]=[N:8][CH:9]=[CH:10][C:5]=1[C:4]([NH:15][CH2:13][CH3:14])=[O:12]. The yield is 0.650. (5) The reactants are [NH:1]1[C:5]([CH2:6][CH2:7][CH2:8][N:9]([C:11]2[N:15](CC3C=CC(OC)=CC=3)[N:14]=[N:13][N:12]=2)[NH2:10])=[N:4][N:3]=[N:2]1.Cl. The catalyst is O. The product is [NH:15]1[C:11]([N:9]([CH2:8][CH2:7][CH2:6][C:5]2[NH:1][N:2]=[N:3][N:4]=2)[NH2:10])=[N:12][N:13]=[N:14]1. The yield is 0.0700. (6) The reactants are [F:1][C:2]([F:20])([F:19])[C:3]1[CH:8]=[CH:7][C:6]([C:9]2[O:13][N:12]=[CH:11][C:10]=2[CH2:14][CH2:15][C:16]([OH:18])=[O:17])=[CH:5][CH:4]=1.S(=O)(=O)(O)O.[CH3:26]O. No catalyst specified. The product is [F:20][C:2]([F:1])([F:19])[C:3]1[CH:8]=[CH:7][C:6]([C:9]2[O:13][N:12]=[CH:11][C:10]=2[CH2:14][CH2:15][C:16]([O:18][CH3:26])=[O:17])=[CH:5][CH:4]=1. The yield is 0.740. (7) The reactants are C(OC([N:8]1[CH2:13][CH2:12][CH2:11][CH:10]([CH2:14][NH:15][C:16]2[C:21]([C:22]3[CH:23]=[N:24][N:25]([CH3:27])[CH:26]=3)=[CH:20][N:19]=[C:18]([C:28]3[CH:33]=[CH:32][CH:31]=[C:30]([C:34]4[CH:35]=[N:36][N:37]([CH3:39])[CH:38]=4)[CH:29]=3)[N:17]=2)[CH2:9]1)=O)(C)(C)C.[ClH:40]. The product is [ClH:40].[CH3:27][N:25]1[CH:26]=[C:22]([C:21]2[C:16]([NH:15][CH2:14][CH:10]3[CH2:11][CH2:12][CH2:13][NH:8][CH2:9]3)=[N:17][C:18]([C:28]3[CH:33]=[CH:32][CH:31]=[C:30]([C:34]4[CH:35]=[N:36][N:37]([CH3:39])[CH:38]=4)[CH:29]=3)=[N:19][CH:20]=2)[CH:23]=[N:24]1. The catalyst is CCOCC.CO. The yield is 0.810. (8) The reactants are [CH3:1][O:2][C:3](=[O:17])[CH2:4][CH2:5][CH2:6][CH2:7][CH2:8][O:9][C:10]1[CH:15]=[CH:14][C:13]([NH2:16])=[CH:12][CH:11]=1.C(N(CC)CC)C.[CH2:25]([O:32][CH2:33][C:34](Cl)=[O:35])[C:26]1[CH:31]=[CH:30][CH:29]=[CH:28][CH:27]=1. The product is [CH3:1][O:2][C:3](=[O:17])[CH2:4][CH2:5][CH2:6][CH2:7][CH2:8][O:9][C:10]1[CH:15]=[CH:14][C:13]([NH:16][C:34](=[O:35])[CH2:33][O:32][CH2:25][C:26]2[CH:31]=[CH:30][CH:29]=[CH:28][CH:27]=2)=[CH:12][CH:11]=1. The catalyst is CC(C)=O. The yield is 0.222.